Binary Classification. Given a drug SMILES string, predict its activity (active/inactive) in a high-throughput screening assay against a specified biological target. From a dataset of Cav3 T-type calcium channel HTS with 100,875 compounds. (1) The drug is O1CCN(CCNc2n3c(nc4c3cccc4)c(c3c2CCCC3)C#N)CC1. The result is 0 (inactive). (2) The drug is s1nnc(C(=O)N\N=C\c2ccc(N(C)C)cc2)c1. The result is 0 (inactive).